From a dataset of Forward reaction prediction with 1.9M reactions from USPTO patents (1976-2016). Predict the product of the given reaction. (1) Given the reactants [C:1]([O:5][N:6]=[C:7]1[C:16]2[C:11](=[CH:12][CH:13]=[C:14](Br)[CH:15]=2)[O:10][C:9]([C:18]2[N:23]=[CH:22][N:21]3[CH:24]=[CH:25][CH:26]=[C:20]3[CH:19]=2)=[CH:8]1)([CH3:4])([CH3:3])[CH3:2].[CH2:27]([OH:31])[CH2:28][C:29]#[CH:30], predict the reaction product. The product is: [C:1]([O:5][N:6]=[C:7]1[C:16]2[C:11](=[CH:12][CH:13]=[C:14]([CH2:30][CH2:29][CH2:28][CH2:27][OH:31])[CH:15]=2)[O:10][C:9]([C:18]2[N:23]=[CH:22][N:21]3[CH:24]=[CH:25][CH:26]=[C:20]3[CH:19]=2)=[CH:8]1)([CH3:4])([CH3:3])[CH3:2]. (2) Given the reactants [CH:1]([C:4]1[CH:12]=[CH:11][C:7]([C:8]([OH:10])=O)=[CH:6][CH:5]=1)([CH3:3])[CH3:2].C(N(CC)CC)C.C(OC(Cl)=O)C(C)C.[NH:28]([CH2:30][C:31]([O:33][CH2:34][CH3:35])=[O:32])[NH2:29], predict the reaction product. The product is: [CH:1]([C:4]1[CH:5]=[CH:6][C:7]([C:8]([NH:29][NH:28][CH2:30][C:31]([O:33][CH2:34][CH3:35])=[O:32])=[O:10])=[CH:11][CH:12]=1)([CH3:2])[CH3:3]. (3) Given the reactants [Cl:1][C:2]1[N:7]=[C:6](I)[N:5]=[C:4]([N:9]2[CH2:14][CH2:13][O:12][CH2:11][CH2:10]2)[CH:3]=1.[C:15]([O:19][C:20]([N:22]1[CH2:31][CH2:30][C:29]2[C:24](=[CH:25][CH:26]=[CH:27][C:28]=2[NH2:32])[CH2:23]1)=[O:21])([CH3:18])([CH3:17])[CH3:16].CC1(C)C2C(=C(P(C3C=CC=CC=3)C3C=CC=CC=3)C=CC=2)OC2C(P(C3C=CC=CC=3)C3C=CC=CC=3)=CC=CC1=2, predict the reaction product. The product is: [C:15]([O:19][C:20]([N:22]1[CH2:31][CH2:30][C:29]2[C:24](=[CH:25][CH:26]=[CH:27][C:28]=2[NH:32][C:6]2[N:7]=[C:2]([Cl:1])[CH:3]=[C:4]([N:9]3[CH2:14][CH2:13][O:12][CH2:11][CH2:10]3)[N:5]=2)[CH2:23]1)=[O:21])([CH3:18])([CH3:16])[CH3:17].